From a dataset of Catalyst prediction with 721,799 reactions and 888 catalyst types from USPTO. Predict which catalyst facilitates the given reaction. (1) Reactant: [CH2:1]([NH:3][C:4]1[C:5]([NH:14]S(C)(=O)=O)=[N:6][CH:7]=[C:8]([C:10]([F:13])([F:12])[F:11])[CH:9]=1)[CH3:2].S(=O)(=O)(O)O.C(=O)([O-])[O-].[Na+].[Na+].O. Product: [CH2:1]([NH:3][C:4]1[C:5]([NH2:14])=[N:6][CH:7]=[C:8]([C:10]([F:11])([F:12])[F:13])[CH:9]=1)[CH3:2]. The catalyst class is: 28. (2) Reactant: [O:1]=[C:2]1[NH:7][C:6]2[CH:8]=[CH:9][C:10]([NH:12][C:13](=[O:17])[C:14]([OH:16])=O)=[CH:11][C:5]=2[O:4][CH2:3]1.[O:18]([CH:25]1[CH2:30][CH2:29][NH:28][CH2:27][CH2:26]1)[C:19]1[CH:24]=[CH:23][CH:22]=[CH:21][CH:20]=1. Product: [O:16]=[C:14]([N:28]1[CH2:29][CH2:30][CH:25]([O:18][C:19]2[CH:24]=[CH:23][CH:22]=[CH:21][CH:20]=2)[CH2:26][CH2:27]1)[C:13]([NH:12][C:10]1[CH:9]=[CH:8][C:6]2[NH:7][C:2](=[O:1])[CH2:3][O:4][C:5]=2[CH:11]=1)=[O:17]. The catalyst class is: 27.